This data is from Peptide-MHC class I binding affinity with 185,985 pairs from IEDB/IMGT. The task is: Regression. Given a peptide amino acid sequence and an MHC pseudo amino acid sequence, predict their binding affinity value. This is MHC class I binding data. (1) The peptide sequence is RRAYSGKQY. The MHC is HLA-A69:01 with pseudo-sequence HLA-A69:01. The binding affinity (normalized) is 0.0847. (2) The peptide sequence is SMNYPNSYK. The MHC is HLA-A11:01 with pseudo-sequence HLA-A11:01. The binding affinity (normalized) is 1.00. (3) The peptide sequence is STAWLCALGK. The MHC is HLA-A11:01 with pseudo-sequence HLA-A11:01. The binding affinity (normalized) is 1.00. (4) The peptide sequence is YHDDDNTTT. The MHC is HLA-B15:09 with pseudo-sequence HLA-B15:09. The binding affinity (normalized) is 0.620. (5) The peptide sequence is ATIGTAMYK. The MHC is HLA-A29:02 with pseudo-sequence HLA-A29:02. The binding affinity (normalized) is 0.139. (6) The peptide sequence is FVMCLEAKT. The MHC is HLA-A11:01 with pseudo-sequence HLA-A11:01. The binding affinity (normalized) is 0.0102. (7) The peptide sequence is MKTFLILALL. The MHC is HLA-B08:01 with pseudo-sequence HLA-B08:01. The binding affinity (normalized) is 0.186. (8) The peptide sequence is YPQSQPQY. The MHC is Mamu-B17 with pseudo-sequence Mamu-B17. The binding affinity (normalized) is 0. (9) The peptide sequence is IDNVMGMIGI. The binding affinity (normalized) is 0.616. The MHC is Mamu-A11 with pseudo-sequence Mamu-A11.